This data is from HIV replication inhibition screening data with 41,000+ compounds from the AIDS Antiviral Screen. The task is: Binary Classification. Given a drug SMILES string, predict its activity (active/inactive) in a high-throughput screening assay against a specified biological target. (1) The result is 0 (inactive). The compound is Cc1ccc(OCCn2cc(Nc3ccccc3)c(=O)[nH]c2=O)cc1. (2) The drug is CCCCCCCCCCCCC(=O)NCC(=O)NC(Cc1ccccc1)C(=O)Oc1ccc([N+](=O)[O-])cc1. The result is 0 (inactive).